Dataset: Reaction yield outcomes from USPTO patents with 853,638 reactions. Task: Predict the reaction yield, written as a fraction of the theoretical maximum amount of product (1.0 means a 100% yield; for example, 0.34 means a 34% yield). The reactants are [CH3:1][C:2]1[CH:7]=[CH:6][C:5]([N+:8]([O-])=O)=[CH:4][C:3]=1[C:11]1[CH:15]=[CH:14][O:13][CH:12]=1. The catalyst is [Pd].CC([O-])=O.CC([O-])=O.[Pb+2].CO. The product is [CH3:1][C:2]1[CH:7]=[CH:6][C:5]([NH2:8])=[CH:4][C:3]=1[C:11]1[CH:15]=[CH:14][O:13][CH:12]=1. The yield is 0.960.